This data is from Full USPTO retrosynthesis dataset with 1.9M reactions from patents (1976-2016). The task is: Predict the reactants needed to synthesize the given product. (1) Given the product [C:37]([C:32]1[CH:33]=[C:34]2[C:29](=[C:30]([F:41])[CH:31]=1)[C:28](=[O:42])[N:27]([C:7]1[C:6]([CH2:5][OH:4])=[C:11]([C:12]3[CH:17]=[C:16]([NH:18][C:19]4[O:20][C:21]([CH3:24])=[CH:22][N:23]=4)[C:15](=[O:25])[N:14]([CH3:26])[CH:13]=3)[CH:10]=[CH:9][N:8]=1)[N:36]=[CH:35]2)([CH3:40])([CH3:38])[CH3:39], predict the reactants needed to synthesize it. The reactants are: C([O:4][CH2:5][C:6]1[C:7]([N:27]2[N:36]=[CH:35][C:34]3[C:29](=[C:30]([F:41])[CH:31]=[C:32]([C:37]([CH3:40])([CH3:39])[CH3:38])[CH:33]=3)[C:28]2=[O:42])=[N:8][CH:9]=[CH:10][C:11]=1[C:12]1[CH:17]=[C:16]([NH:18][C:19]2[O:20][C:21]([CH3:24])=[CH:22][N:23]=2)[C:15](=[O:25])[N:14]([CH3:26])[CH:13]=1)(=O)C.[OH-].[Li+]. (2) The reactants are: I[C:2]1[CH:7]=[CH:6][C:5]([CH3:8])=[CH:4][CH:3]=1.[Cl:9][C:10]1[CH:11]=[C:12]([C:18]([F:21])([F:20])[F:19])[CH:13]=[C:14]([Cl:17])[C:15]=1F.O. Given the product [Cl:9][C:10]1[CH:11]=[C:12]([C:18]([F:21])([F:20])[F:19])[CH:13]=[C:14]([Cl:17])[C:15]=1[C:2]1[CH:7]=[CH:6][C:5]([CH3:8])=[CH:4][CH:3]=1, predict the reactants needed to synthesize it. (3) Given the product [Br:20][C:21]1[C:22]([CH3:28])=[C:23]([N:4]2[CH2:5][CH2:6][N:1]([C:7]([O:9][C:10]([CH3:13])([CH3:12])[CH3:11])=[O:8])[CH2:2][CH2:3]2)[CH:24]=[CH:25][CH:26]=1, predict the reactants needed to synthesize it. The reactants are: [N:1]1([C:7]([O:9][C:10]([CH3:13])([CH3:12])[CH3:11])=[O:8])[CH2:6][CH2:5][NH:4][CH2:3][CH2:2]1.O(C(C)(C)C)[Na].[Br:20][C:21]1[CH:26]=[CH:25][CH:24]=[C:23](I)[C:22]=1[CH3:28]. (4) Given the product [Cl:1][C:2]1[CH:3]=[C:4]([C:24]([F:26])([F:25])[F:27])[N:5]2[CH2:22][CH2:21][N:20]([CH3:23])[C:7]3([CH2:8][CH2:9][NH:10][CH2:11][CH2:12]3)[C:6]=12, predict the reactants needed to synthesize it. The reactants are: [Cl:1][C:2]1[CH:3]=[C:4]([C:24]([F:27])([F:26])[F:25])[N:5]2[CH2:22][CH2:21][N:20]([CH3:23])[C:7]3([CH2:12][CH2:11][N:10](C(OC(C)(C)C)=O)[CH2:9][CH2:8]3)[C:6]=12.FC(F)(F)C(O)=O.C(=O)(O)[O-].[Na+]. (5) The reactants are: [CH:1]([OH:3])=O.C(OC(=O)C)(=O)C.Cl.[NH2:12][CH2:13][C:14]1[CH:19]=[CH:18][C:17]([C:20]([N:22]2[CH2:31][C:30]3[CH:29]=[N:28][N:27]([CH3:32])[C:26]=3[NH:25][C:24]3[CH:33]=[C:34]([CH3:37])[CH:35]=[CH:36][C:23]2=3)=[O:21])=[CH:16][C:15]=1[F:38].O. Given the product [CH3:32][N:27]1[C:26]2[NH:25][C:24]3[CH:33]=[C:34]([CH3:37])[CH:35]=[CH:36][C:23]=3[N:22]([C:20]([C:17]3[CH:18]=[CH:19][C:14]([CH2:13][NH:12][CH:1]=[O:3])=[C:15]([F:38])[CH:16]=3)=[O:21])[CH2:31][C:30]=2[CH:29]=[N:28]1, predict the reactants needed to synthesize it.